Dataset: Peptide-MHC class I binding affinity with 185,985 pairs from IEDB/IMGT. Task: Regression. Given a peptide amino acid sequence and an MHC pseudo amino acid sequence, predict their binding affinity value. This is MHC class I binding data. (1) The peptide sequence is VVNYDNSTK. The MHC is HLA-B07:02 with pseudo-sequence HLA-B07:02. The binding affinity (normalized) is 0.0847. (2) The peptide sequence is LLKNDVPLA. The MHC is HLA-A02:03 with pseudo-sequence HLA-A02:03. The binding affinity (normalized) is 0.805.